From a dataset of Reaction yield outcomes from USPTO patents with 853,638 reactions. Predict the reaction yield, written as a fraction of the theoretical maximum amount of product (1.0 means a 100% yield; for example, 0.34 means a 34% yield). (1) The reactants are [C:1]1([NH:7]N)[CH:6]=[CH:5][CH:4]=[CH:3][CH:2]=1.B(F)(F)F.[CH3:13][CH2:14]OCC. The catalyst is C(O)(=O)C.C(Cl)Cl. The product is [NH:7]1[C:1]2[C:6](=[CH:5][CH:4]=[CH:3][CH:2]=2)[CH:14]=[CH:13]1. The yield is 0.780. (2) The reactants are [Br:1][C:2]1[CH:7]=[CH:6][C:5]([NH:8][C:9]2[C:10]([CH2:25][OH:26])=[CH:11][C:12]3[N:16]([CH2:17][CH2:18][S:19]([CH3:22])(=[O:21])=[O:20])[CH:15]=[N:14][C:13]=3[C:23]=2[F:24])=[C:4]([Cl:27])[CH:3]=1.CC(C)=O. The catalyst is C1COCC1.O=[Mn]=O. The product is [Br:1][C:2]1[CH:7]=[CH:6][C:5]([NH:8][C:9]2[C:10]([CH:25]=[O:26])=[CH:11][C:12]3[N:16]([CH2:17][CH2:18][S:19]([CH3:22])(=[O:21])=[O:20])[CH:15]=[N:14][C:13]=3[C:23]=2[F:24])=[C:4]([Cl:27])[CH:3]=1. The yield is 0.820. (3) The reactants are C([O:8][C:9]1[CH:31]=[CH:30][C:29]([C:32]2[N:33]=[C:34]([CH3:37])[S:35][CH:36]=2)=[CH:28][C:10]=1[C:11]([NH:13][C:14]1[CH:19]=[C:18]([C:20]([F:23])([F:22])[F:21])[CH:17]=[C:16]([C:24]([F:27])([F:26])[F:25])[CH:15]=1)=[O:12])C1C=CC=CC=1. The catalyst is C(O)C.[Pd]. The product is [F:27][C:24]([F:25])([F:26])[C:16]1[CH:15]=[C:14]([NH:13][C:11](=[O:12])[C:10]2[CH:28]=[C:29]([C:32]3[N:33]=[C:34]([CH3:37])[S:35][CH:36]=3)[CH:30]=[CH:31][C:9]=2[OH:8])[CH:19]=[C:18]([C:20]([F:21])([F:22])[F:23])[CH:17]=1. The yield is 0.792. (4) The reactants are Br[C:2]1[C:3]([N+:13]([O-:15])=[O:14])=[N:4][N:5]([CH:7]2[CH2:12][CH2:11][CH2:10][CH2:9][O:8]2)[CH:6]=1.C(=O)([O-])[O-].[K+].[K+].[OH:22][C:23]1[CH:28]=[CH:27][C:26]([C:29]([F:32])([F:31])[F:30])=[CH:25][C:24]=1B(O)O. The catalyst is COCCOC.C(OCC)(=O)C.C1C=CC([P]([Pd]([P](C2C=CC=CC=2)(C2C=CC=CC=2)C2C=CC=CC=2)([P](C2C=CC=CC=2)(C2C=CC=CC=2)C2C=CC=CC=2)[P](C2C=CC=CC=2)(C2C=CC=CC=2)C2C=CC=CC=2)(C2C=CC=CC=2)C2C=CC=CC=2)=CC=1. The product is [N+:13]([C:3]1[C:2]([C:24]2[CH:25]=[C:26]([C:29]([F:32])([F:31])[F:30])[CH:27]=[CH:28][C:23]=2[OH:22])=[CH:6][N:5]([CH:7]2[CH2:12][CH2:11][CH2:10][CH2:9][O:8]2)[N:4]=1)([O-:15])=[O:14]. The yield is 0.540. (5) The reactants are [CH:1]([N-:5][CH:6]=[CH:7][N-:8][CH:9]([CH2:11][CH3:12])[CH3:10])([CH2:3][CH3:4])[CH3:2].[Li+].[Li+].[Cl:15][SiH:16](Cl)Cl. The catalyst is CCCCCC. The product is [Cl:15][SiH:16]1[N:5]([CH:1]([CH2:3][CH3:4])[CH3:2])[CH:6]=[CH:7][N:8]1[CH:9]([CH2:11][CH3:12])[CH3:10]. The yield is 0.420. (6) The reactants are CC([O-])(C)C.[K+].[C:7]([CH2:9][C:10]([NH2:12])=[O:11])#[N:8].[CH3:13][C:14](=O)/[CH:15]=[CH:16]/[CH2:17][CH2:18][CH3:19]. The catalyst is CS(C)=O. The product is [CH3:13][C:14]1[NH:12][C:10](=[O:11])[C:9]([C:7]#[N:8])=[C:16]([CH2:17][CH2:18][CH3:19])[CH:15]=1. The yield is 0.320. (7) The catalyst is O1CCCC1. The product is [CH2:1]([O:3][C:4]([C:6]1[NH:7][C:8]2[C:13]([CH:14]=1)=[CH:12][C:11]([O:15][CH:23]1[CH2:24][CH2:25][N:20]([CH:17]([CH3:19])[CH3:18])[CH2:21][CH2:22]1)=[C:10]([Br:16])[CH:9]=2)=[O:5])[CH3:2]. The reactants are [CH2:1]([O:3][C:4]([C:6]1[NH:7][C:8]2[C:13]([CH:14]=1)=[CH:12][C:11]([OH:15])=[C:10]([Br:16])[CH:9]=2)=[O:5])[CH3:2].[CH:17]([N:20]1[CH2:25][CH2:24][CH:23](O)[CH2:22][CH2:21]1)([CH3:19])[CH3:18].C(P(CCCC)CCCC)CCC.N(C(OC(C)(C)C)=O)=NC(OC(C)(C)C)=O. The yield is 0.550.